Dataset: Catalyst prediction with 721,799 reactions and 888 catalyst types from USPTO. Task: Predict which catalyst facilitates the given reaction. (1) Reactant: [Br:1][C:2]1[CH:11]=[CH:10][C:9]2[N:8]=[CH:7][C:6]3[NH:12][C:13](=[O:26])[N:14]([C:15]4[CH:20]=[CH:19][C:18]([C:21]([CH3:25])([CH3:24])[C:22]#[N:23])=[CH:17][CH:16]=4)[C:5]=3[C:4]=2[CH:3]=1.[H-].[Na+].[N:29]1([C:35](Cl)=[O:36])[CH2:34][CH2:33][O:32][CH2:31][CH2:30]1. Product: [Br:1][C:2]1[CH:11]=[CH:10][C:9]2[N:8]=[CH:7][C:6]3[N:12]([C:35]([N:29]4[CH2:34][CH2:33][O:32][CH2:31][CH2:30]4)=[O:36])[C:13](=[O:26])[N:14]([C:15]4[CH:20]=[CH:19][C:18]([C:21]([CH3:24])([CH3:25])[C:22]#[N:23])=[CH:17][CH:16]=4)[C:5]=3[C:4]=2[CH:3]=1. The catalyst class is: 3. (2) Reactant: [CH:1]1([C:7]2[N:11]3[C:12]4[C:17]([NH:18][C:19](=[O:20])[C:10]3=[CH:9][N:8]=2)=[CH:16][C:15]([C:21]([OH:23])=O)=[CH:14][CH:13]=4)[CH2:6][CH2:5][CH2:4][CH2:3][CH2:2]1.[CH3:24][N:25]1[CH2:30][CH2:29][NH:28][CH2:27][CH2:26]1.O.ON1C2C=CC=CC=2N=N1.Cl.CN(C)CCCN=C=NCC. Product: [CH:1]1([C:7]2[N:11]3[C:12]4[C:17]([NH:18][C:19](=[O:20])[C:10]3=[CH:9][N:8]=2)=[CH:16][C:15]([C:21]([N:28]2[CH2:29][CH2:30][N:25]([CH3:24])[CH2:26][CH2:27]2)=[O:23])=[CH:14][CH:13]=4)[CH2:6][CH2:5][CH2:4][CH2:3][CH2:2]1. The catalyst class is: 341. (3) Reactant: [NH2:1][C:2]1[CH:3]=[C:4]2[C:17](=[CH:18][CH:19]=1)[N:16]1[CH2:20][C@@H:21]([CH3:25])[O:22][C@@H:23]([CH3:24])[C@@H:15]1[C:6]1([C:11](=[O:12])[NH:10][C:9](=[O:13])[NH:8][C:7]1=[O:14])[CH2:5]2.C(N(CC)CC)C.[N:33]1([C:39](Cl)=[O:40])[CH2:38][CH2:37][CH2:36][CH2:35][CH2:34]1. Product: [CH3:25][C@H:21]1[O:22][C@@H:23]([CH3:24])[C@@H:15]2[C:6]3([CH2:5][C:4]4[C:17]([N:16]2[CH2:20]1)=[CH:18][CH:19]=[C:2]([NH:1][C:39]([N:33]1[CH2:38][CH2:37][CH2:36][CH2:35][CH2:34]1)=[O:40])[CH:3]=4)[C:7](=[O:14])[NH:8][C:9](=[O:13])[NH:10][C:11]3=[O:12]. The catalyst class is: 1.